From a dataset of Peptide-MHC class II binding affinity with 134,281 pairs from IEDB. Regression. Given a peptide amino acid sequence and an MHC pseudo amino acid sequence, predict their binding affinity value. This is MHC class II binding data. (1) The peptide sequence is GGSILKISNKYHTKG. The MHC is HLA-DQA10102-DQB10602 with pseudo-sequence HLA-DQA10102-DQB10602. The binding affinity (normalized) is 0.223. (2) The peptide sequence is CDDPRFQDSSSSKAPPPSLPS. The MHC is DRB5_0101 with pseudo-sequence DRB5_0101. The binding affinity (normalized) is 0.0825. (3) The binding affinity (normalized) is 0.305. The peptide sequence is TEDQAMEDIKQMEAE. The MHC is HLA-DPA10301-DPB10402 with pseudo-sequence HLA-DPA10301-DPB10402. (4) The peptide sequence is PGFTIMAAILAYTIG. The MHC is DRB1_0101 with pseudo-sequence DRB1_0101. The binding affinity (normalized) is 0.260. (5) The peptide sequence is RADITTVSTFIDLNI. The MHC is DRB1_0401 with pseudo-sequence DRB1_0401. The binding affinity (normalized) is 0.648. (6) The peptide sequence is KEIYNYMEPYVSKNP. The MHC is HLA-DPA10103-DPB10401 with pseudo-sequence HLA-DPA10103-DPB10401. The binding affinity (normalized) is 0.133. (7) The peptide sequence is MLTLFILIITSTIKA. The MHC is DRB1_0401 with pseudo-sequence DRB1_0401. The binding affinity (normalized) is 0.453.